This data is from NCI-60 drug combinations with 297,098 pairs across 59 cell lines. The task is: Regression. Given two drug SMILES strings and cell line genomic features, predict the synergy score measuring deviation from expected non-interaction effect. (1) Drug 1: C1CCN(CC1)CCOC2=CC=C(C=C2)C(=O)C3=C(SC4=C3C=CC(=C4)O)C5=CC=C(C=C5)O. Drug 2: CC1=C(C=C(C=C1)NC(=O)C2=CC=C(C=C2)CN3CCN(CC3)C)NC4=NC=CC(=N4)C5=CN=CC=C5. Cell line: UO-31. Synergy scores: CSS=-1.23, Synergy_ZIP=-0.247, Synergy_Bliss=-0.501, Synergy_Loewe=-2.69, Synergy_HSA=-1.76. (2) Synergy scores: CSS=7.86, Synergy_ZIP=-1.84, Synergy_Bliss=2.33, Synergy_Loewe=0.662, Synergy_HSA=0.700. Drug 1: C1=CC=C(C(=C1)C(C2=CC=C(C=C2)Cl)C(Cl)Cl)Cl. Drug 2: CC(C)(C#N)C1=CC(=CC(=C1)CN2C=NC=N2)C(C)(C)C#N. Cell line: OVCAR-5. (3) Drug 1: C1=CN(C(=O)N=C1N)C2C(C(C(O2)CO)O)O.Cl. Drug 2: CC1=C(C=C(C=C1)NC(=O)C2=CC=C(C=C2)CN3CCN(CC3)C)NC4=NC=CC(=N4)C5=CN=CC=C5. Cell line: HCT116. Synergy scores: CSS=47.3, Synergy_ZIP=1.18, Synergy_Bliss=-5.31, Synergy_Loewe=-17.2, Synergy_HSA=-8.26. (4) Drug 1: CC12CCC3C(C1CCC2=O)CC(=C)C4=CC(=O)C=CC34C. Drug 2: CCC1=C2CN3C(=CC4=C(C3=O)COC(=O)C4(CC)O)C2=NC5=C1C=C(C=C5)O. Cell line: T-47D. Synergy scores: CSS=38.7, Synergy_ZIP=-7.20, Synergy_Bliss=-4.75, Synergy_Loewe=-15.6, Synergy_HSA=-0.917. (5) Drug 1: C1=CN(C(=O)N=C1N)C2C(C(C(O2)CO)O)O.Cl. Drug 2: CCN(CC)CCNC(=O)C1=C(NC(=C1C)C=C2C3=C(C=CC(=C3)F)NC2=O)C. Cell line: BT-549. Synergy scores: CSS=13.5, Synergy_ZIP=-6.24, Synergy_Bliss=-1.43, Synergy_Loewe=-12.8, Synergy_HSA=-2.12.